From a dataset of Forward reaction prediction with 1.9M reactions from USPTO patents (1976-2016). Predict the product of the given reaction. (1) Given the reactants [CH3:1][N:2]1[CH2:7][CH:6]=[C:5]([C:8]2[CH:13]=[C:12]([C:14]([F:17])([F:16])[F:15])[CH:11]=[C:10]([N+:18]([O-])=O)[CH:9]=2)[CH2:4][CH2:3]1, predict the reaction product. The product is: [CH3:1][N:2]1[CH2:3][CH2:4][CH:5]([C:8]2[CH:9]=[C:10]([CH:11]=[C:12]([C:14]([F:15])([F:16])[F:17])[CH:13]=2)[NH2:18])[CH2:6][CH2:7]1. (2) Given the reactants [CH3:1][C:2]1[CH:7]=[CH:6][C:5]([S:8]([C:11]2[CH:12]=[N:13][C:14]3[C:19]([C:20]=2O)=[CH:18][CH:17]=[CH:16][CH:15]=3)(=[O:10])=[O:9])=[CH:4][CH:3]=1.O(Cl)[Cl:23].[P+5], predict the reaction product. The product is: [Cl:23][C:20]1[C:19]2[C:14](=[CH:15][CH:16]=[CH:17][CH:18]=2)[N:13]=[CH:12][C:11]=1[S:8]([C:5]1[CH:6]=[CH:7][C:2]([CH3:1])=[CH:3][CH:4]=1)(=[O:10])=[O:9]. (3) Given the reactants [N:1]1[CH:6]=[CH:5][CH:4]=[CH:3][C:2]=1[C:7]1[O:11][CH:10]=[N:9][CH:8]=1.[CH2:12]([O:19][C:20]1[CH:30]=[CH:29][C:23]([O:24][CH2:25][C:26](O)=[O:27])=[CH:22][CH:21]=1)[C:13]1[CH:18]=[CH:17][CH:16]=[CH:15][CH:14]=1, predict the reaction product. The product is: [CH2:12]([O:19][C:20]1[CH:21]=[CH:22][C:23]([O:24][CH2:25][C:26]([C:10]2[O:11][C:7]([C:2]3[CH:3]=[CH:4][CH:5]=[CH:6][N:1]=3)=[CH:8][N:9]=2)=[O:27])=[CH:29][CH:30]=1)[C:13]1[CH:14]=[CH:15][CH:16]=[CH:17][CH:18]=1. (4) Given the reactants [Si:1]([O:8][CH2:9][C:10]1[O:11][CH:12]=[CH:13][CH:14]=1)([C:4]([CH3:7])([CH3:6])[CH3:5])([CH3:3])[CH3:2].CN(CCN(C)C)C.[Li]CCCC.[Cl:28][CH2:29][CH2:30][CH2:31]I, predict the reaction product. The product is: [Cl:28][CH2:29][CH2:30][CH2:31][C:12]1[O:11][C:10]([CH2:9][O:8][Si:1]([C:4]([CH3:7])([CH3:6])[CH3:5])([CH3:3])[CH3:2])=[CH:14][CH:13]=1. (5) Given the reactants ClC(Cl)(Cl)C[O:4][C:5](=O)[NH:6][C:7]1[C:8]([CH3:32])=[C:9]([C:26]2[CH:31]=[CH:30][CH:29]=[CH:28][CH:27]=2)[C:10]2[O:14][CH2:13][CH:12]([C:15]3[CH:20]=[CH:19][C:18]([CH:21]([CH3:23])[CH3:22])=[CH:17][CH:16]=3)[C:11]=2[C:24]=1[CH3:25].[NH2:36][C:37]([CH3:41])([CH3:40])[CH2:38][OH:39], predict the reaction product. The product is: [OH:39][CH2:38][C:37]([NH:36][C:5]([NH:6][C:7]1[C:8]([CH3:32])=[C:9]([C:26]2[CH:27]=[CH:28][CH:29]=[CH:30][CH:31]=2)[C:10]2[O:14][CH2:13][CH:12]([C:15]3[CH:20]=[CH:19][C:18]([CH:21]([CH3:22])[CH3:23])=[CH:17][CH:16]=3)[C:11]=2[C:24]=1[CH3:25])=[O:4])([CH3:41])[CH3:40]. (6) Given the reactants [C:1]([O:5][C:6]([NH:8][C@@H:9]([CH2:13][O:14][C:15]1[C:20]([C:21]([F:24])([F:23])[F:22])=[CH:19][CH:18]=[CH:17][C:16]=1[N+:25]([O-])=O)[C:10]([OH:12])=[O:11])=[O:7])([CH3:4])([CH3:3])[CH3:2], predict the reaction product. The product is: [NH2:25][C:16]1[CH:17]=[CH:18][CH:19]=[C:20]([C:21]([F:22])([F:23])[F:24])[C:15]=1[O:14][CH2:13][C@H:9]([NH:8][C:6]([O:5][C:1]([CH3:4])([CH3:3])[CH3:2])=[O:7])[C:10]([OH:12])=[O:11]. (7) Given the reactants C([O:5][C@@H:6]([C@H:8]1[CH2:12][O:11][C:10](=[O:13])[N:9]1[C:14]1[CH:19]=[CH:18][N:17]=[C:16]([F:20])[N:15]=1)[CH3:7])(C)(C)C.C(O)(C(F)(F)F)=O.O, predict the reaction product. The product is: [F:20][C:16]1[N:15]=[C:14]([N:9]2[C@@H:8]([C@H:6]([OH:5])[CH3:7])[CH2:12][O:11][C:10]2=[O:13])[CH:19]=[CH:18][N:17]=1. (8) Given the reactants ClCC1C=CC(C#N)=CC=1.Br[CH2:12][CH:13]1[O:18][C:17]2[CH:19]=[CH:20][CH:21]=[CH:22][C:16]=2[O:15][CH2:14]1.[CH2:23]([NH:30][C:31]([C:33]1[S:37][C:36]([N:38]2[CH2:42][CH2:41][NH:40][C:39]2=[O:43])=[N:35][C:34]=1[CH3:44])=[O:32])[C:24]1[CH:29]=[CH:28][CH:27]=[CH:26][CH:25]=1, predict the reaction product. The product is: [CH2:23]([NH:30][C:31]([C:33]1[S:37][C:36]([N:38]2[CH2:42][CH2:41][N:40]([CH2:12][CH:13]3[O:18][C:17]4[CH:19]=[CH:20][CH:21]=[CH:22][C:16]=4[O:15][CH2:14]3)[C:39]2=[O:43])=[N:35][C:34]=1[CH3:44])=[O:32])[C:24]1[CH:29]=[CH:28][CH:27]=[CH:26][CH:25]=1.